This data is from Reaction yield outcomes from USPTO patents with 853,638 reactions. The task is: Predict the reaction yield, written as a fraction of the theoretical maximum amount of product (1.0 means a 100% yield; for example, 0.34 means a 34% yield). (1) The reactants are [CH3:1][O:2][C:3]1[CH:8]=[CH:7][C:6](/[CH:9]=[CH:10]/[CH2:11][C:12]([OH:14])=O)=[CH:5][CH:4]=1.F[B-](F)(F)F.[N:20]1([O:29][C:30](N(C)C)=[N+](C)C)[C:24]2C=CC=CC=2N=N1.CCN(CC)CC. The catalyst is CN(C=O)C.O. The product is [CH3:30][O:29][N:20]([CH3:24])[C:12](=[O:14])[CH2:11]/[CH:10]=[CH:9]/[C:6]1[CH:5]=[CH:4][C:3]([O:2][CH3:1])=[CH:8][CH:7]=1. The yield is 0.296. (2) The reactants are [CH3:1][O:2][C:3](=[O:69])/[CH:4]=[CH:5]/[C:6]1[CH:68]=[CH:67][C:9]([C:10]([O:12][CH2:13][CH2:14][CH2:15][CH2:16][CH2:17][CH2:18][O:19][C:20](=[O:66])[C:21]([CH2:56][C:57]2[CH:62]=[CH:61][C:60]([N+:63]([O-])=O)=[CH:59][CH:58]=2)([CH2:46][C:47]2[CH:52]=[CH:51][C:50]([N+:53]([O-])=O)=[CH:49][CH:48]=2)[C:22]([O:24][CH2:25][CH2:26][CH2:27][CH2:28][CH2:29][CH2:30][O:31][C:32](=[O:45])[C:33]2[CH:38]=[CH:37][C:36](/[CH:39]=[CH:40]/[C:41]([O:43][CH3:44])=[O:42])=[CH:35][CH:34]=2)=[O:23])=[O:11])=[CH:8][CH:7]=1. The catalyst is CN(C)C=O.O.[Zn]. The product is [CH3:1][O:2][C:3](=[O:69])/[CH:4]=[CH:5]/[C:6]1[CH:7]=[CH:8][C:9]([C:10]([O:12][CH2:13][CH2:14][CH2:15][CH2:16][CH2:17][CH2:18][O:19][C:20](=[O:66])[C:21]([CH2:56][C:57]2[CH:62]=[CH:61][C:60]([NH2:63])=[CH:59][CH:58]=2)([CH2:46][C:47]2[CH:52]=[CH:51][C:50]([NH2:53])=[CH:49][CH:48]=2)[C:22]([O:24][CH2:25][CH2:26][CH2:27][CH2:28][CH2:29][CH2:30][O:31][C:32](=[O:45])[C:33]2[CH:38]=[CH:37][C:36](/[CH:39]=[CH:40]/[C:41]([O:43][CH3:44])=[O:42])=[CH:35][CH:34]=2)=[O:23])=[O:11])=[CH:67][CH:68]=1. The yield is 0.640. (3) The reactants are [CH3:1][O:2][C:3]1[CH:12]=[C:11]2[C:6]([CH:7]=[CH:8][CH:9]=[N:10]2)=[CH:5][CH:4]=1.[N+:13]([O-])([O-:15])=[O:14].[K+].OS(O)(=O)=O. No catalyst specified. The product is [CH3:1][O:2][C:3]1[C:12]([N+:13]([O-:15])=[O:14])=[C:11]2[C:6]([CH:7]=[CH:8][CH:9]=[N:10]2)=[CH:5][CH:4]=1. The yield is 0.500. (4) The reactants are [CH:1]1(B(O)O)[CH2:3][CH2:2]1.N#N.Br[C:10]1[C:11]([NH:17][C:18]2[CH:27]=[CH:26][CH:25]=[CH:24][C:19]=2[C:20]([NH:22][CH3:23])=[O:21])=[CH:12][C:13]([Cl:16])=[N:14][CH:15]=1.[O-]P([O-])([O-])=O.[K+].[K+].[K+]. The catalyst is C1(C)C=CC=CC=1.O.C1C=CC([P]([Pd]([P](C2C=CC=CC=2)(C2C=CC=CC=2)C2C=CC=CC=2)([P](C2C=CC=CC=2)(C2C=CC=CC=2)C2C=CC=CC=2)[P](C2C=CC=CC=2)(C2C=CC=CC=2)C2C=CC=CC=2)(C2C=CC=CC=2)C2C=CC=CC=2)=CC=1. The product is [Cl:16][C:13]1[CH:12]=[C:11]([NH:17][C:18]2[CH:27]=[CH:26][CH:25]=[CH:24][C:19]=2[C:20]([NH:22][CH3:23])=[O:21])[C:10]([CH:1]2[CH2:3][CH2:2]2)=[CH:15][N:14]=1. The yield is 0.540. (5) The reactants are [Cl:1][C:2]1[CH:3]=[C:4]([S:9]([CH:12]2[CH2:17][CH2:16][NH:15][CH2:14][CH2:13]2)(=[O:11])=[O:10])[CH:5]=[CH:6][C:7]=1[Cl:8].Cl[C:19]1[C:24]([N+:25]([O-:27])=[O:26])=[CH:23][CH:22]=[CH:21][N:20]=1. No catalyst specified. The product is [Cl:1][C:2]1[CH:3]=[C:4]([S:9]([CH:12]2[CH2:17][CH2:16][N:15]([C:19]3[C:24]([N+:25]([O-:27])=[O:26])=[CH:23][CH:22]=[CH:21][N:20]=3)[CH2:14][CH2:13]2)(=[O:11])=[O:10])[CH:5]=[CH:6][C:7]=1[Cl:8]. The yield is 0.740. (6) The reactants are CN([C:4]([O:8][N:9]1N=NC2C=CC=C[C:10]1=2)=[N+](C)C)C.[B-](F)(F)(F)F.[F:23][C:24]1[N:32]=[CH:31][CH:30]=[CH:29][C:25]=1[C:26](O)=[O:27].Cl.CONC.C(N(C(C)C)CC)(C)C. The catalyst is ClCCl. The product is [F:23][C:24]1[N:32]=[CH:31][CH:30]=[CH:29][C:25]=1[C:26]([N:9]([O:8][CH3:4])[CH3:10])=[O:27]. The yield is 0.800.